Predict the product of the given reaction. From a dataset of Forward reaction prediction with 1.9M reactions from USPTO patents (1976-2016). (1) Given the reactants [OH-].[Na+].[CH2:3]([C:7]1[N:8]([CH2:20][CH2:21][CH2:22][C:23]([O:25]CC)=[O:24])[C:9]2[C:18]3[N:17]=[CH:16][CH:15]=[CH:14][C:13]=3[N:12]=[CH:11][C:10]=2[N:19]=1)[CH2:4][CH2:5][CH3:6], predict the reaction product. The product is: [CH2:3]([C:7]1[N:8]([CH2:20][CH2:21][CH2:22][C:23]([OH:25])=[O:24])[C:9]2[C:18]3[N:17]=[CH:16][CH:15]=[CH:14][C:13]=3[N:12]=[CH:11][C:10]=2[N:19]=1)[CH2:4][CH2:5][CH3:6]. (2) Given the reactants [CH3:1][CH:2]([CH3:31])[C:3]([NH:5][C:6]1[CH:11]=[CH:10][CH:9]=[C:8]([CH:12]2[CH2:17][CH2:16][N:15]([CH2:18][CH2:19][CH2:20][CH2:21][CH2:22][C:23](=O)[C:24]3[CH:29]=[CH:28][CH:27]=[CH:26][CH:25]=3)[CH2:14][CH2:13]2)[CH:7]=1)=[O:4].[CH3:32][N:33]([C:35]1[CH:40]=[CH:39][CH:38]=[CH:37][CH:36]=1)N, predict the reaction product. The product is: [CH3:1][CH:2]([CH3:31])[C:3]([NH:5][C:6]1[CH:11]=[CH:10][CH:9]=[C:8]([CH:12]2[CH2:17][CH2:16][N:15]([CH2:18][CH2:19][CH2:20][CH2:21][C:22]3[C:40]4[C:35](=[CH:36][CH:37]=[CH:38][CH:39]=4)[N:33]([CH3:32])[C:23]=3[C:24]3[CH:29]=[CH:28][CH:27]=[CH:26][CH:25]=3)[CH2:14][CH2:13]2)[CH:7]=1)=[O:4]. (3) Given the reactants [Cl:1][C:2]1[CH:7]=[CH:6][CH:5]=[CH:4][C:3]=1[N:8]1[C:12]([S:13][C:14]2[CH:15]=[N:16][C:17]([Cl:20])=[CH:18][CH:19]=2)=[CH:11][C:10]([C:21]([O:23]CC)=O)=[N:9]1.[CH3:26][NH2:27].CO, predict the reaction product. The product is: [Cl:1][C:2]1[CH:7]=[CH:6][CH:5]=[CH:4][C:3]=1[N:8]1[C:12]([S:13][C:14]2[CH:15]=[N:16][C:17]([Cl:20])=[CH:18][CH:19]=2)=[CH:11][C:10]([C:21]([NH:27][CH3:26])=[O:23])=[N:9]1. (4) Given the reactants [CH2:1]([C@H:3]1[CH2:8][N:7]([CH:9]2[CH2:12][O:11][CH2:10]2)[CH2:6][CH2:5][N:4]1[C:13]1[CH:14]=[CH:15][C:16]([NH:19][C:20]2[C:25](=[O:26])[N:24]([CH3:27])[CH:23]=[C:22]([C:28]3[CH:35]=[C:34]([F:36])[CH:33]=[C:32]([N:37]4[CH:49]=[CH:48][N:40]5[C:41]6[CH2:42][CH2:43][CH2:44][CH2:45][C:46]=6[CH:47]=[C:39]5[C:38]4=[O:50])[C:29]=3[CH:30]=[O:31])[CH:21]=2)=[N:17][CH:18]=1)[CH3:2].[BH4-].[Na+], predict the reaction product. The product is: [CH2:1]([C@H:3]1[CH2:8][N:7]([CH:9]2[CH2:10][O:11][CH2:12]2)[CH2:6][CH2:5][N:4]1[C:13]1[CH:14]=[CH:15][C:16]([NH:19][C:20]2[C:25](=[O:26])[N:24]([CH3:27])[CH:23]=[C:22]([C:28]3[C:29]([CH2:30][OH:31])=[C:32]([N:37]4[CH:49]=[CH:48][N:40]5[C:41]6[CH2:42][CH2:43][CH2:44][CH2:45][C:46]=6[CH:47]=[C:39]5[C:38]4=[O:50])[CH:33]=[C:34]([F:36])[CH:35]=3)[CH:21]=2)=[N:17][CH:18]=1)[CH3:2].